Dataset: NCI-60 drug combinations with 297,098 pairs across 59 cell lines. Task: Regression. Given two drug SMILES strings and cell line genomic features, predict the synergy score measuring deviation from expected non-interaction effect. (1) Drug 1: C1=NC2=C(N=C(N=C2N1C3C(C(C(O3)CO)O)O)F)N. Drug 2: CS(=O)(=O)OCCCCOS(=O)(=O)C. Cell line: MDA-MB-231. Synergy scores: CSS=11.2, Synergy_ZIP=-2.91, Synergy_Bliss=0.457, Synergy_Loewe=-2.00, Synergy_HSA=0.874. (2) Drug 1: CC1=C2C(C(=O)C3(C(CC4C(C3C(C(C2(C)C)(CC1OC(=O)C(C(C5=CC=CC=C5)NC(=O)OC(C)(C)C)O)O)OC(=O)C6=CC=CC=C6)(CO4)OC(=O)C)OC)C)OC. Drug 2: CC1=C(C(=O)C2=C(C1=O)N3CC4C(C3(C2COC(=O)N)OC)N4)N. Cell line: HCT-15. Synergy scores: CSS=66.3, Synergy_ZIP=-10.4, Synergy_Bliss=-8.12, Synergy_Loewe=-7.92, Synergy_HSA=-4.44. (3) Drug 1: C1=NC2=C(N=C(N=C2N1C3C(C(C(O3)CO)O)F)Cl)N. Drug 2: CS(=O)(=O)OCCCCOS(=O)(=O)C. Cell line: OVCAR3. Synergy scores: CSS=4.30, Synergy_ZIP=4.14, Synergy_Bliss=0.529, Synergy_Loewe=-47.2, Synergy_HSA=0.0261. (4) Drug 1: CN1CCC(CC1)COC2=C(C=C3C(=C2)N=CN=C3NC4=C(C=C(C=C4)Br)F)OC. Drug 2: C1CCC(C(C1)N)N.C(=O)(C(=O)[O-])[O-].[Pt+4]. Cell line: OVCAR-5. Synergy scores: CSS=26.8, Synergy_ZIP=-0.675, Synergy_Bliss=4.81, Synergy_Loewe=5.31, Synergy_HSA=7.49. (5) Drug 1: CC1=C(C=C(C=C1)NC2=NC=CC(=N2)N(C)C3=CC4=NN(C(=C4C=C3)C)C)S(=O)(=O)N.Cl. Drug 2: CCN(CC)CCNC(=O)C1=C(NC(=C1C)C=C2C3=C(C=CC(=C3)F)NC2=O)C. Cell line: RPMI-8226. Synergy scores: CSS=-3.62, Synergy_ZIP=5.72, Synergy_Bliss=6.48, Synergy_Loewe=-5.08, Synergy_HSA=-1.51.